From a dataset of Catalyst prediction with 721,799 reactions and 888 catalyst types from USPTO. Predict which catalyst facilitates the given reaction. (1) Reactant: [C:1](=[NH:25])([O:3][CH2:4][CH2:5][C:6]1[CH:11]=[CH:10][C:9]([O:12][C:13]2[CH:18]=[CH:17][C:16]([Cl:19])=[C:15]([O:20][C:21]([F:24])([F:23])[F:22])[CH:14]=2)=[CH:8][CH:7]=1)[NH2:2].[OH:26]/[CH:27]=[C:28](/[CH2:33][C:34]1[CH:35]=[N:36][CH:37]=[N:38][CH:39]=1)\[C:29](OC)=O.C([O-])([O-])=O.[Cs+].[Cs+]. Product: [Cl:19][C:16]1[CH:17]=[CH:18][C:13]([O:12][C:9]2[CH:8]=[CH:7][C:6]([CH2:5][CH2:4][O:3][C:1]3[NH:2][CH:29]=[C:28]([CH2:33][C:34]4[CH:39]=[N:38][CH:37]=[N:36][CH:35]=4)[C:27](=[O:26])[N:25]=3)=[CH:11][CH:10]=2)=[CH:14][C:15]=1[O:20][C:21]([F:24])([F:22])[F:23]. The catalyst class is: 12. (2) Reactant: [C:1]1(/[CH:7]=[CH:8]/[C:9]2[O:10][CH:11]=[C:12]([CH2:14][O:15][C:16]3[CH:21]=[CH:20][C:19]([CH2:22][CH2:23][CH2:24]O)=[CH:18][CH:17]=3)[N:13]=2)[CH:6]=[CH:5][CH:4]=[CH:3][CH:2]=1.C(P(CCCC)CCCC)CCC.[NH:39]1[CH:43]=[N:42][CH:41]=[N:40]1.N(C(OCC)=O)=NC(OCC)=O. Product: [C:1]1(/[CH:7]=[CH:8]/[C:9]2[O:10][CH:11]=[C:12]([CH2:14][O:15][C:16]3[CH:21]=[CH:20][C:19]([CH2:22][CH2:23][CH2:24][N:39]4[CH:43]=[N:42][CH:41]=[N:40]4)=[CH:18][CH:17]=3)[N:13]=2)[CH:6]=[CH:5][CH:4]=[CH:3][CH:2]=1. The catalyst class is: 30.